Dataset: Forward reaction prediction with 1.9M reactions from USPTO patents (1976-2016). Task: Predict the product of the given reaction. Given the reactants CC1(C)C(C)(C)OB([C:9]2[CH:18]=[C:17]([CH3:19])[C:16]3[C:11](=[CH:12][CH:13]=[CH:14][CH:15]=3)[CH:10]=2)O1.[Cl:21][C:22]1[CH:23]=[C:24]([CH2:28][N:29]2[CH:33]=[CH:32][N:31]=[C:30]2[CH3:34])[N:25]=[N:26][CH:27]=1, predict the reaction product. The product is: [ClH:21].[CH3:34][C:30]1[N:29]([CH2:28][C:24]2[N:25]=[N:26][CH:27]=[C:22]([C:9]3[CH:18]=[C:17]([CH3:19])[C:16]4[C:11](=[CH:12][CH:13]=[CH:14][CH:15]=4)[CH:10]=3)[CH:23]=2)[CH:33]=[CH:32][N:31]=1.